This data is from Full USPTO retrosynthesis dataset with 1.9M reactions from patents (1976-2016). The task is: Predict the reactants needed to synthesize the given product. Given the product [C:20]([O:24][C:25]([N:10]1[CH2:9][CH2:8][N:7]([CH2:6][C:4]([O:3][CH2:1][CH3:2])=[O:5])[CH2:12][CH2:11]1)=[O:26])([CH3:23])([CH3:22])[CH3:21], predict the reactants needed to synthesize it. The reactants are: [CH2:1]([O:3][C:4]([CH2:6][N:7]1[CH2:12][CH2:11][NH:10][CH2:9][CH2:8]1)=[O:5])[CH3:2].C(N(CC)CC)C.[C:20]([O:24][C:25](ON=C(C1C=CC=CC=1)C#N)=[O:26])([CH3:23])([CH3:22])[CH3:21].